This data is from Peptide-MHC class I binding affinity with 185,985 pairs from IEDB/IMGT. The task is: Regression. Given a peptide amino acid sequence and an MHC pseudo amino acid sequence, predict their binding affinity value. This is MHC class I binding data. (1) The peptide sequence is KVLSIMAFI. The MHC is HLA-B15:03 with pseudo-sequence HLA-B15:03. The binding affinity (normalized) is 0.249. (2) The peptide sequence is KTINALVYF. The MHC is HLA-C15:02 with pseudo-sequence HLA-C15:02. The binding affinity (normalized) is 0.550. (3) The peptide sequence is ALYEKKLAL. The MHC is HLA-B35:01 with pseudo-sequence HLA-B35:01. The binding affinity (normalized) is 0.0847.